This data is from Reaction yield outcomes from USPTO patents with 853,638 reactions. The task is: Predict the reaction yield, written as a fraction of the theoretical maximum amount of product (1.0 means a 100% yield; for example, 0.34 means a 34% yield). (1) The catalyst is CC(N(C)C)=O. The yield is 0.440. The reactants are [NH:1]1[CH2:6][CH2:5][CH2:4][CH:3]([NH:7][C@@H:8]2[CH2:13][CH2:12][CH2:11][CH2:10][C@H:9]2[NH:14][C:15](=[O:21])[O:16][C:17]([CH3:20])([CH3:19])[CH3:18])[CH2:2]1.Br[C:23]1[CH:24]=[N:25][C:26]([C:29]([F:32])([F:31])[F:30])=[N:27][CH:28]=1. The product is [F:30][C:29]([F:32])([F:31])[C:26]1[N:27]=[CH:28][C:23]([N:1]2[CH2:6][CH2:5][CH2:4][CH:3]([NH:7][C@@H:8]3[CH2:13][CH2:12][CH2:11][CH2:10][C@H:9]3[NH:14][C:15](=[O:21])[O:16][C:17]([CH3:18])([CH3:20])[CH3:19])[CH2:2]2)=[CH:24][N:25]=1. (2) The reactants are [CH3:1][C:2]1[CH:7]=[C:6]([CH3:8])[N:5]=[C:4]([N:9]2[CH2:16][CH:15]3[CH:11]([CH2:12][NH:13][CH2:14]3)[CH2:10]2)[N:3]=1.[N:17]1[N:18]=[C:19]([C:22]2[CH:30]=[CH:29][CH:28]=[CH:27][C:23]=2[C:24](O)=[O:25])[NH:20][CH:21]=1.CN(C(ON1N=NC2C=CC=NC1=2)=[N+](C)C)C.F[P-](F)(F)(F)(F)F.CCN(C(C)C)C(C)C. The catalyst is C(OCC)(=O)C.CN(C=O)C. The product is [CH3:1][C:2]1[CH:7]=[C:6]([CH3:8])[N:5]=[C:4]([N:9]2[CH2:16][CH:15]3[CH:11]([CH2:12][N:13]([C:24]([C:23]4[CH:27]=[CH:28][CH:29]=[CH:30][C:22]=4[C:19]4[NH:18][N:17]=[CH:21][N:20]=4)=[O:25])[CH2:14]3)[CH2:10]2)[N:3]=1. The yield is 0.560. (3) The yield is 0.650. The product is [ClH:15].[CH3:16][N:17]([CH2:19][C:2]1[O:3][C:4]2[NH:5][C:6](=[O:14])[C:7]3[CH:8]=[CH:9][CH:10]=[CH:11][C:12]=3[C:13]=2[CH:1]=1)[CH3:18]. The reactants are [CH:1]1[C:13]2[C:12]3[CH:11]=[CH:10][CH:9]=[CH:8][C:7]=3[C:6](=[O:14])[NH:5][C:4]=2[O:3][CH:2]=1.[Cl-:15].[CH3:16][N+:17](=[CH2:19])[CH3:18]. The catalyst is CN(C)C=O.C(#N)C. (4) The yield is 0.830. The product is [Cl:1][C:2]1[CH:7]=[C:6]([NH2:8])[CH:5]=[CH:4][C:3]=1[O:11][CH2:12][C:13]1[CH:18]=[CH:17][CH:16]=[C:15]([F:19])[CH:14]=1. The reactants are [Cl:1][C:2]1[CH:7]=[C:6]([N+:8]([O-])=O)[CH:5]=[CH:4][C:3]=1[O:11][CH2:12][C:13]1[CH:18]=[CH:17][CH:16]=[C:15]([F:19])[CH:14]=1. The catalyst is CO.[Pt]. (5) The reactants are [CH3:1][S:2]([C:5]1[N:10]=[CH:9][C:8]([O:11][C:12]2[CH:13]=[C:14]3[C:18](=[CH:19][CH:20]=2)[NH:17][C:16]([C:21]([O:23]CC)=[O:22])=[CH:15]3)=[CH:7][CH:6]=1)(=[O:4])=[O:3].[OH-].[Na+]. The catalyst is C(O)C.O1CCCC1. The product is [CH3:1][S:2]([C:5]1[N:10]=[CH:9][C:8]([O:11][C:12]2[CH:13]=[C:14]3[C:18](=[CH:19][CH:20]=2)[NH:17][C:16]([C:21]([OH:23])=[O:22])=[CH:15]3)=[CH:7][CH:6]=1)(=[O:3])=[O:4]. The yield is 1.00. (6) The reactants are [C:1]([C:4]1[CH:5]=[C:6]([CH:13]=[CH:14][CH:15]=1)[C:7]([N:10]=C=O)([CH3:9])[CH3:8])(=[O:3])[CH3:2]. The catalyst is Cl. The product is [C:1]([C:4]1[CH:5]=[C:6]([CH:13]=[CH:14][CH:15]=1)[C:7]([NH2:10])([CH3:9])[CH3:8])(=[O:3])[CH3:2]. The yield is 0.550.